From a dataset of Forward reaction prediction with 1.9M reactions from USPTO patents (1976-2016). Predict the product of the given reaction. (1) The product is: [CH3:5][O:6][C:7](=[O:33])/[CH:8]=[CH:9]/[C:10]1[CH:11]=[C:12]2[C:29](=[CH:30][CH:31]=1)[O:28][C:15]1([CH2:20][CH2:19][CH2:18][N:17]([C:21](=[O:23])[CH3:1])[CH2:16]1)[CH2:14][C:13]2=[O:32]. Given the reactants [C:1](Cl)(=O)C.[CH3:5][O:6][C:7](=[O:33])/[CH:8]=[CH:9]/[C:10]1[CH:11]=[C:12]2[C:29](=[CH:30][CH:31]=1)[O:28][C:15]1([CH2:20][CH2:19][CH2:18][N:17]([C:21]([O:23]C(C)(C)C)=O)[CH2:16]1)[CH2:14][C:13]2=[O:32], predict the reaction product. (2) Given the reactants [CH2:1]([O:3][C:4]([C:6]1[C:7]([OH:22])=[C:8]2C=[CH:13][N:12]([CH2:15][C:16]3[CH:21]=[CH:20][CH:19]=[CH:18][CH:17]=3)[C:9]2=[CH:10][N:11]=1)=[O:5])[CH3:2].C1C(=O)N([Cl:30])C(=O)C1.C(OOC(C1C=CC=CC=1)=O)(C1C=CC=CC=1)=O.[C:49]([Cl:53])(Cl)(Cl)Cl, predict the reaction product. The product is: [CH2:1]([O:3][C:4]([C:6]1[C:7]([OH:22])=[C:8]2[C:49]([Cl:53])=[CH:13][N:12]([CH2:15][C:16]3[CH:21]=[CH:20][CH:19]=[CH:18][CH:17]=3)[C:9]2=[C:10]([Cl:30])[N:11]=1)=[O:5])[CH3:2]. (3) Given the reactants [CH3:1][C:2]([Si:5]([CH3:25])([CH3:24])[O:6][CH2:7][C@@H:8]([N:11]1[C:16](=[O:17])[CH2:15][NH:14][C:13]2[CH:18]=[CH:19][C:20]([O:22][CH3:23])=[N:21][C:12]1=2)[CH2:9][OH:10])([CH3:4])[CH3:3], predict the reaction product. The product is: [CH3:4][C:2]([Si:5]([CH3:24])([CH3:25])[O:6][CH2:7][C@@H:8]([N:11]1[C:16](=[O:17])[CH:15]=[N:14][C:13]2[CH:18]=[CH:19][C:20]([O:22][CH3:23])=[N:21][C:12]1=2)[CH2:9][OH:10])([CH3:1])[CH3:3]. (4) Given the reactants [CH3:1][C@:2]12[CH2:15][CH2:14][CH2:13][C:12]([CH3:17])([CH3:16])[CH:11]1[CH2:10][CH2:9][C@H:8]1[C@@H:3]2[CH2:4][CH2:5][CH2:6][C:7]1=[O:18].[Li+].C[Si]([N-][Si](C)(C)C)(C)C.[C:29]([C:31]([O:33][CH3:34])=[O:32])#N.CN(CCN(C)C)C.[Zn](CC)CC.C(I)I, predict the reaction product. The product is: [CH3:17][C:12]1([CH3:16])[CH2:13][CH2:14][CH2:15][C@@:2]2([CH3:1])[CH:11]1[CH2:10][CH2:9][C@@H:8]1[C:7](=[O:18])[CH2:6][CH:29]([C:31]([O:33][CH3:34])=[O:32])[CH2:5][CH2:4][C@@H:3]12. (5) Given the reactants [C:1]([O:5][CH2:6][CH2:7][CH2:8][CH3:9])(=[O:4])[CH:2]=[CH2:3].[C:10]([OH:14])(=[O:13])[CH:11]=[CH2:12].CC(N=NC(C#N)(C)C)(C#N)C, predict the reaction product. The product is: [C:1]([O:5][CH2:6][CH2:7][CH2:8][CH3:9])(=[O:4])[CH:2]=[CH2:3].[C:10]([OH:14])(=[O:13])[CH:11]=[CH2:12]. (6) Given the reactants C(OC([N:8]1[C@@H:12]([C:13]2[CH:18]=[CH:17][CH:16]=[C:15]([C:19]([F:22])([F:21])[F:20])[CH:14]=2)[CH2:11][CH:10](C(O)=O)[C:9]1=[O:26])=O)(C)(C)C.C(O)(C(F)(F)F)=O, predict the reaction product. The product is: [F:22][C:19]([F:20])([F:21])[C:15]1[CH:14]=[C:13]([C@@H:12]2[NH:8][C:9](=[O:26])[CH2:10][CH2:11]2)[CH:18]=[CH:17][CH:16]=1. (7) Given the reactants Br[C:2]1[CH:16]=[CH:15][C:5]([CH2:6][O:7][Si:8]([C:11]([CH3:14])([CH3:13])[CH3:12])([CH3:10])[CH3:9])=[CH:4][CH:3]=1.[Li]CCCC.CCCCCC.C(N(CC)[C:31](=[O:36])[C:32]([F:35])([F:34])[F:33])C, predict the reaction product. The product is: [Si:8]([O:7][CH2:6][C:5]1[CH:15]=[CH:16][C:2]([C:31](=[O:36])[C:32]([F:35])([F:34])[F:33])=[CH:3][CH:4]=1)([C:11]([CH3:14])([CH3:13])[CH3:12])([CH3:10])[CH3:9]. (8) Given the reactants [F:1][C:2]([F:36])([F:35])[C:3]1[CH:4]=[C:5]([C:13]([CH3:34])([CH3:33])[C:14]([N:16]([C:18]2[CH:19]=[N:20][C:21](Cl)=[CH:22][C:23]=2[C:24]2[CH:29]=[CH:28][C:27]([F:30])=[CH:26][C:25]=2[CH3:31])[CH3:17])=[O:15])[CH:6]=[C:7]([C:9]([F:12])([F:11])[F:10])[CH:8]=1.[OH-].[Na+].[C:39]1([CH3:45])[CH:44]=CC=CC=1, predict the reaction product. The product is: [F:1][C:2]([F:36])([F:35])[C:3]1[CH:4]=[C:5]([C:13]([CH3:34])([CH3:33])[C:14]([N:16]([C:18]2[CH:19]=[N:20][C:21]([N:20]3[CH2:19][CH:18]([CH3:23])[NH:16][CH2:44][CH:39]3[CH3:45])=[CH:22][C:23]=2[C:24]2[CH:29]=[CH:28][C:27]([F:30])=[CH:26][C:25]=2[CH3:31])[CH3:17])=[O:15])[CH:6]=[C:7]([C:9]([F:12])([F:11])[F:10])[CH:8]=1.